Dataset: Forward reaction prediction with 1.9M reactions from USPTO patents (1976-2016). Task: Predict the product of the given reaction. (1) Given the reactants [NH:1]1[CH2:6][CH:5]=[C:4]([C:7]2[CH:19]=[CH:18][C:10]([CH2:11][C@@H:12]([C:14]([O:16][CH3:17])=[O:15])[NH2:13])=[CH:9][CH:8]=2)[CH2:3][CH2:2]1.C(N(C(C)C)CC)(C)C.[N:29]1[CH:34]=[CH:33][CH:32]=[CH:31][C:30]=1[C:35](O)=[O:36].CN(C(ON1N=NC2C=CC=NC1=2)=[N+](C)C)C.F[P-](F)(F)(F)(F)F, predict the reaction product. The product is: [N:29]1[CH:34]=[CH:33][CH:32]=[CH:31][C:30]=1[C:35]([N:1]1[CH2:2][CH:3]=[C:4]([C:7]2[CH:19]=[CH:18][C:10]([CH2:11][C@@H:12]([C:14]([O:16][CH3:17])=[O:15])[NH2:13])=[CH:9][CH:8]=2)[CH2:5][CH2:6]1)=[O:36]. (2) Given the reactants C1([C@H]([N:9]2[C@H:17]3[C@@H:13]([CH2:14][O:15][CH2:16]3)[O:12][CH2:11][CH2:10]2)C)C=CC=CC=1.[Cl:18]C(OC(Cl)C)=O, predict the reaction product. The product is: [ClH:18].[CH2:16]1[C@@H:17]2[C@H:13]([O:12][CH2:11][CH2:10][NH:9]2)[CH2:14][O:15]1. (3) Given the reactants [CH2:1]([N:5]1[CH:9]=[C:8]([C:10]2[CH:15]=[CH:14][N:13]=[CH:12][CH:11]=2)[C:7]([C:16]2[S:17][C:18](Br)=[CH:19][CH:20]=2)=[N:6]1)[CH:2]([CH3:4])[CH3:3].O.CO.C(O)=O.[CH3:28][N:29](C)C=O, predict the reaction product. The product is: [CH2:1]([N:5]1[CH:9]=[C:8]([C:10]2[CH:15]=[CH:14][N:13]=[CH:12][CH:11]=2)[C:7]([C:16]2[S:17][C:18]([C:28]#[N:29])=[CH:19][CH:20]=2)=[N:6]1)[CH:2]([CH3:4])[CH3:3].